Task: Predict the reactants needed to synthesize the given product.. Dataset: Full USPTO retrosynthesis dataset with 1.9M reactions from patents (1976-2016) (1) Given the product [C:1]([C:3]1[CH:4]=[C:5]([N:10]2[C:14]([CH2:15][OH:21])=[CH:13][C:12]([C:17]([F:20])([F:19])[F:18])=[N:11]2)[CH:6]=[CH:7][C:8]=1[F:9])#[N:2], predict the reactants needed to synthesize it. The reactants are: [C:1]([C:3]1[CH:4]=[C:5]([N:10]2[C:14]([CH2:15]Br)=[CH:13][C:12]([C:17]([F:20])([F:19])[F:18])=[N:11]2)[CH:6]=[CH:7][C:8]=1[F:9])#[N:2].[OH2:21]. (2) Given the product [Br:22][C:23]1[CH:24]=[CH:25][C:26]([O:33][CH3:34])=[C:27]([S:29]([NH:1][C@H:2]([CH2:3][C:4]2[C:12]3[C:7](=[CH:8][CH:9]=[CH:10][CH:11]=3)[NH:6][CH:5]=2)[CH2:13][OH:14])(=[O:30])=[O:31])[CH:28]=1, predict the reactants needed to synthesize it. The reactants are: [NH2:1][C@@H:2]([CH2:13][OH:14])[CH2:3][C:4]1[C:12]2[C:7](=[CH:8][CH:9]=[CH:10][CH:11]=2)[NH:6][CH:5]=1.C(N(CC)CC)C.[Br:22][C:23]1[CH:24]=[CH:25][C:26]([O:33][CH3:34])=[C:27]([S:29](Cl)(=[O:31])=[O:30])[CH:28]=1.O. (3) Given the product [CH3:1][O:2][C:3](=[O:18])[C:4]1[CH:9]=[CH:8][CH:7]=[C:6]([CH2:26][CH2:27][C:28]2[CH:33]=[CH:32][CH:31]=[CH:30][CH:29]=2)[CH:5]=1, predict the reactants needed to synthesize it. The reactants are: [CH3:1][O:2][C:3](=[O:18])[C:4]1[CH:9]=[CH:8][CH:7]=[C:6](OS(C(F)(F)F)(=O)=O)[CH:5]=1.CN1CCCC1=O.[CH2:26]([Mg]Br)[CH2:27][C:28]1[CH:33]=[CH:32][CH:31]=[CH:30][CH:29]=1.Cl. (4) Given the product [CH3:17][N:9]1[C:10]2[C:15](=[CH:14][CH:13]=[CH:12][CH:11]=2)[CH:16]=[C:8]1[C:4]1[CH:3]=[C:2]([NH:1][S:19]([CH3:18])(=[O:21])=[O:20])[CH:7]=[N:6][CH:5]=1, predict the reactants needed to synthesize it. The reactants are: [NH2:1][C:2]1[CH:3]=[C:4]([C:8]2[N:9]([CH3:17])[C:10]3[C:15]([CH:16]=2)=[CH:14][CH:13]=[CH:12][CH:11]=3)[CH:5]=[N:6][CH:7]=1.[CH3:18][S:19](Cl)(=[O:21])=[O:20].